Dataset: Reaction yield outcomes from USPTO patents with 853,638 reactions. Task: Predict the reaction yield, written as a fraction of the theoretical maximum amount of product (1.0 means a 100% yield; for example, 0.34 means a 34% yield). (1) The reactants are [C:1]([C:3]1[CH:4]=[C:5]([C:14]([OH:16])=[O:15])[S:6][C:7]=1[N:8]1[CH2:13][CH2:12][O:11][CH2:10][CH2:9]1)#[N:2].C([Li])CCC.[Cl:22][C:23]1[CH:30]=[CH:29][C:26]([CH:27]=O)=[CH:25][CH:24]=1. The catalyst is C1COCC1. The product is [Cl:22][C:23]1[CH:30]=[CH:29][C:26]([CH:27]2[O:15][C:14](=[O:16])[C:5]3[S:6][C:7]([N:8]4[CH2:13][CH2:12][O:11][CH2:10][CH2:9]4)=[C:3]([C:1]#[N:2])[C:4]2=3)=[CH:25][CH:24]=1. The yield is 0.130. (2) The reactants are [CH3:1][C:2]([CH3:19])([CH3:18])[CH2:3][CH:4]([C:6]1[CH:10]=[C:9]([C:11]2[CH:16]=[CH:15][CH:14]=[CH:13][CH:12]=2)[O:8][C:7]=1[CH3:17])O.S(Cl)([Cl:22])=O. The catalyst is C1(C)C=CC=CC=1. The product is [Cl:22][CH:4]([C:6]1[CH:10]=[C:9]([C:11]2[CH:16]=[CH:15][CH:14]=[CH:13][CH:12]=2)[O:8][C:7]=1[CH3:17])[CH2:3][C:2]([CH3:19])([CH3:18])[CH3:1]. The yield is 1.00. (3) The reactants are [H-].[Na+].[Cl:3][C:4]1[C:12]2[N:11]=[C:10]3[N:13]([C:17]4[CH:22]=[CH:21][C:20]([Cl:23])=[CH:19][C:18]=4[Cl:24])[CH2:14][CH2:15][CH2:16][N:9]3[C:8]=2[C:7]([C:25]([OH:30])([CH2:28][CH3:29])[CH2:26][CH3:27])=[CH:6][CH:5]=1.[CH3:31]I. The catalyst is CN(C)C=O.[Cl-].[NH4+]. The product is [Cl:3][C:4]1[C:12]2[N:11]=[C:10]3[N:13]([C:17]4[CH:22]=[CH:21][C:20]([Cl:23])=[CH:19][C:18]=4[Cl:24])[CH2:14][CH2:15][CH2:16][N:9]3[C:8]=2[C:7]([C:25]([CH2:28][CH3:29])([O:30][CH3:31])[CH2:26][CH3:27])=[CH:6][CH:5]=1. The yield is 0.840. (4) The reactants are [C:1]1([CH:7]([NH2:9])[CH3:8])[CH:6]=[CH:5][CH:4]=[CH:3][CH:2]=1.[Br:10][C:11]1[CH:16]=[CH:15][N:14]=[C:13](Cl)[CH:12]=1.C(N(C(C)C)C(C)C)C. The catalyst is CCO. The product is [Br:10][C:11]1[CH:16]=[CH:15][N:14]=[C:13]([NH:9][CH:7]([C:1]2[CH:6]=[CH:5][CH:4]=[CH:3][CH:2]=2)[CH3:8])[CH:12]=1. The yield is 0.0992. (5) The reactants are [Cl:1][C:2]1[CH:7]=[CH:6][CH:5]=[CH:4][C:3]=1[CH2:8][C:9]([OH:11])=[O:10].[N+:12]([O-])([OH:14])=[O:13]. The catalyst is OS(O)(=O)=O. The product is [Cl:1][C:2]1[CH:7]=[CH:6][C:5]([N+:12]([O-:14])=[O:13])=[CH:4][C:3]=1[CH2:8][C:9]([OH:11])=[O:10]. The yield is 0.790. (6) The reactants are [Cl:1][C:2]1[CH:32]=[CH:31][C:5]([CH2:6][CH2:7][NH:8][C:9]([C:11]2[CH:29]=[CH:28][C:14]([O:15][C:16]3[CH:21]=[CH:20][C:19]([CH2:22][C:23]([O:25][CH3:26])=[O:24])=[CH:18][C:17]=3[F:27])=[C:13](N)[CH:12]=2)=[O:10])=[CH:4][CH:3]=1. The catalyst is CN(C=O)C.C(OCC)(=O)C. The product is [Cl:1][C:2]1[CH:3]=[CH:4][C:5]([CH2:6][CH2:7][NH:8][C:9]([C:11]2[CH:29]=[CH:28][C:14]([O:15][C:16]3[CH:21]=[CH:20][C:19]([CH2:22][C:23]([O:25][CH3:26])=[O:24])=[CH:18][C:17]=3[F:27])=[CH:13][CH:12]=2)=[O:10])=[CH:31][CH:32]=1. The yield is 0.390. (7) The reactants are [Cl:1][C:2]1[N:3]=[C:4]([N:13]2[CH2:18][CH2:17][O:16][CH2:15][CH2:14]2)[C:5]2[S:10][C:9]([CH:11]=O)=[CH:8][C:6]=2[N:7]=1.[CH3:19][N:20]1[CH2:25][CH2:24][NH:23][CH2:22][CH2:21]1.C(O)(=O)C.C(O[BH-](OC(=O)C)OC(=O)C)(=O)C.[Na+]. The catalyst is ClCCCl.ClCCl. The product is [Cl:1][C:2]1[N:3]=[C:4]([N:13]2[CH2:18][CH2:17][O:16][CH2:15][CH2:14]2)[C:5]2[S:10][C:9]([CH2:11][N:23]3[CH2:24][CH2:25][N:20]([CH3:19])[CH2:21][CH2:22]3)=[CH:8][C:6]=2[N:7]=1. The yield is 0.450.